From a dataset of NCI-60 drug combinations with 297,098 pairs across 59 cell lines. Regression. Given two drug SMILES strings and cell line genomic features, predict the synergy score measuring deviation from expected non-interaction effect. (1) Synergy scores: CSS=20.3, Synergy_ZIP=-6.38, Synergy_Bliss=-0.832, Synergy_Loewe=-10.0, Synergy_HSA=-0.854. Drug 1: CNC(=O)C1=CC=CC=C1SC2=CC3=C(C=C2)C(=NN3)C=CC4=CC=CC=N4. Cell line: A549. Drug 2: CCC1(C2=C(COC1=O)C(=O)N3CC4=CC5=C(C=CC(=C5CN(C)C)O)N=C4C3=C2)O.Cl. (2) Drug 1: CS(=O)(=O)C1=CC(=C(C=C1)C(=O)NC2=CC(=C(C=C2)Cl)C3=CC=CC=N3)Cl. Drug 2: CC1=C2C(C(=O)C3(C(CC4C(C3C(C(C2(C)C)(CC1OC(=O)C(C(C5=CC=CC=C5)NC(=O)C6=CC=CC=C6)O)O)OC(=O)C7=CC=CC=C7)(CO4)OC(=O)C)O)C)OC(=O)C. Cell line: RXF 393. Synergy scores: CSS=52.7, Synergy_ZIP=10.5, Synergy_Bliss=11.1, Synergy_Loewe=12.0, Synergy_HSA=13.7. (3) Drug 1: CCCCCOC(=O)NC1=NC(=O)N(C=C1F)C2C(C(C(O2)C)O)O. Drug 2: CC1=C(N=C(N=C1N)C(CC(=O)N)NCC(C(=O)N)N)C(=O)NC(C(C2=CN=CN2)OC3C(C(C(C(O3)CO)O)O)OC4C(C(C(C(O4)CO)O)OC(=O)N)O)C(=O)NC(C)C(C(C)C(=O)NC(C(C)O)C(=O)NCCC5=NC(=CS5)C6=NC(=CS6)C(=O)NCCC[S+](C)C)O. Cell line: MDA-MB-231. Synergy scores: CSS=19.6, Synergy_ZIP=-7.11, Synergy_Bliss=-1.77, Synergy_Loewe=-18.2, Synergy_HSA=0.489. (4) Cell line: NCI-H460. Drug 1: C1=NC2=C(N=C(N=C2N1C3C(C(C(O3)CO)O)F)Cl)N. Drug 2: CC=C1C(=O)NC(C(=O)OC2CC(=O)NC(C(=O)NC(CSSCCC=C2)C(=O)N1)C(C)C)C(C)C. Synergy scores: CSS=25.0, Synergy_ZIP=1.53, Synergy_Bliss=0.772, Synergy_Loewe=-31.2, Synergy_HSA=0.388. (5) Drug 1: CC=C1C(=O)NC(C(=O)OC2CC(=O)NC(C(=O)NC(CSSCCC=C2)C(=O)N1)C(C)C)C(C)C. Drug 2: B(C(CC(C)C)NC(=O)C(CC1=CC=CC=C1)NC(=O)C2=NC=CN=C2)(O)O. Cell line: UACC62. Synergy scores: CSS=75.6, Synergy_ZIP=5.08, Synergy_Bliss=5.02, Synergy_Loewe=2.66, Synergy_HSA=4.85. (6) Drug 1: CN(CC1=CN=C2C(=N1)C(=NC(=N2)N)N)C3=CC=C(C=C3)C(=O)NC(CCC(=O)O)C(=O)O. Synergy scores: CSS=45.1, Synergy_ZIP=1.69, Synergy_Bliss=2.54, Synergy_Loewe=-33.5, Synergy_HSA=0.883. Cell line: DU-145. Drug 2: C1=NC2=C(N=C(N=C2N1C3C(C(C(O3)CO)O)O)F)N. (7) Drug 1: CC1OCC2C(O1)C(C(C(O2)OC3C4COC(=O)C4C(C5=CC6=C(C=C35)OCO6)C7=CC(=C(C(=C7)OC)O)OC)O)O. Drug 2: C1=NNC2=C1C(=O)NC=N2. Cell line: LOX IMVI. Synergy scores: CSS=27.2, Synergy_ZIP=-4.02, Synergy_Bliss=-6.25, Synergy_Loewe=-2.02, Synergy_HSA=-1.09.